From a dataset of Full USPTO retrosynthesis dataset with 1.9M reactions from patents (1976-2016). Predict the reactants needed to synthesize the given product. (1) Given the product [Cl:17][C:18]1[CH:23]=[C:22]([Cl:24])[CH:21]=[CH:20][C:19]=1[C:2]1[CH:3]=[C:4]([F:16])[CH:5]=[C:6]2[C:10]=1[N:9]([CH3:11])[C:8]([C:12]([NH2:14])=[O:13])=[C:7]2[CH3:15], predict the reactants needed to synthesize it. The reactants are: Br[C:2]1[CH:3]=[C:4]([F:16])[CH:5]=[C:6]2[C:10]=1[N:9]([CH3:11])[C:8]([C:12]([NH2:14])=[O:13])=[C:7]2[CH3:15].[Cl:17][C:18]1[CH:23]=[C:22]([Cl:24])[CH:21]=[CH:20][C:19]=1B(O)O. (2) Given the product [CH3:16][NH:17][CH2:6][CH2:7][C:8]#[C:9][C:10]1[CH:15]=[CH:14][CH:13]=[CH:12][N:11]=1, predict the reactants needed to synthesize it. The reactants are: CS(O[CH2:6][CH2:7][C:8]#[C:9][C:10]1[CH:15]=[CH:14][CH:13]=[CH:12][N:11]=1)(=O)=O.[CH3:16][NH2:17]. (3) Given the product [ClH:24].[NH:8]1[CH2:13][CH2:12][CH:11]([NH:14][C:15]([C:17]2[S:21][C:20]([Br:22])=[N:19][C:18]=2[CH3:23])=[O:16])[CH2:10][CH2:9]1, predict the reactants needed to synthesize it. The reactants are: C(OC([N:8]1[CH2:13][CH2:12][CH:11]([NH:14][C:15]([C:17]2[S:21][C:20]([Br:22])=[N:19][C:18]=2[CH3:23])=[O:16])[CH2:10][CH2:9]1)=O)(C)(C)C.[ClH:24]. (4) Given the product [Br:11][C:5]1[CH:7]=[CH:8][CH:9]=[C:3]([O:2][CH3:1])[C:4]=1[CH3:10], predict the reactants needed to synthesize it. The reactants are: [CH3:1][O:2][C:3]1[C:4]([CH3:10])=[C:5]([CH:7]=[CH:8][CH:9]=1)N.[BrH:11].N([O-])=O.[Na+].CC(C)=O. (5) The reactants are: [Cl-:1].[Cl-].[C:3](=[Zr+2:6]([CH:20]1[C:28]2[C:23](=[CH:24][CH:25]=[CH:26][CH:27]=2)[C:22]([Si](C)(C)C)=[CH:21]1)[CH:7]1[C:15]2[C:10](=[CH:11][CH:12]=[CH:13][CH:14]=2)[C:9]([Si](C)(C)C)=[CH:8]1)([CH3:5])[CH3:4].C[Si](C)(C)[C:35]1[C:43]2C(=CC=CC=2)C(C(C2C3C(=CC=CC=3)C([Si](C)(C)C)=C2)(C)C)[CH:36]=1.[Li][Li].[CH:64](C1C2C(=CC=CC=2)C(C(C2C3C(=CC=CC=3)C(C(C)C)=C2)(C)C)C=1)([CH3:66])[CH3:65]. Given the product [Cl-:1].[Cl-:1].[C:3](=[Zr+2:6]([CH:20]1[C:28]2[C:23](=[CH:24][CH:25]=[CH:26][CH:27]=2)[C:22]([CH:64]([CH3:66])[CH3:65])=[CH:21]1)[CH:7]1[C:15]2[C:10](=[CH:11][CH:12]=[CH:13][CH:14]=2)[C:9]([CH:35]([CH3:43])[CH3:36])=[CH:8]1)([CH3:5])[CH3:4], predict the reactants needed to synthesize it. (6) Given the product [CH:9]1([N:12]([CH2:28][C:29]2[CH:34]=[C:33]([O:35][CH2:36][CH2:37][CH2:38][O:39][CH3:40])[CH:32]=[C:31]([O:41][CH3:1])[CH:30]=2)[C:13]([C@@H:15]2[O:20][CH2:19][CH2:18][N:17]([C:21]([O:23][C:24]([CH3:27])([CH3:26])[CH3:25])=[O:22])[CH2:16]2)=[O:14])[CH2:10][CH2:11]1, predict the reactants needed to synthesize it. The reactants are: [C:1](=O)([O-])[O-].[K+].[K+].CI.[CH:9]1([N:12]([CH2:28][C:29]2[CH:34]=[C:33]([O:35][CH2:36][CH2:37][CH2:38][O:39][CH3:40])[CH:32]=[C:31]([OH:41])[CH:30]=2)[C:13]([C@@H:15]2[O:20][CH2:19][CH2:18][N:17]([C:21]([O:23][C:24]([CH3:27])([CH3:26])[CH3:25])=[O:22])[CH2:16]2)=[O:14])[CH2:11][CH2:10]1.O. (7) The reactants are: [C:1]([OH:9])(=[O:8])[CH:2](CC(O)=O)[OH:3].[C:10]([O-:13])(=[O:12])[CH3:11].[Na+:14]. Given the product [C:10]([OH:13])(=[O:12])[CH2:11][O:3][CH2:2][C:1]([O-:9])=[O:8].[Na+:14], predict the reactants needed to synthesize it.